Dataset: Reaction yield outcomes from USPTO patents with 853,638 reactions. Task: Predict the reaction yield, written as a fraction of the theoretical maximum amount of product (1.0 means a 100% yield; for example, 0.34 means a 34% yield). (1) The reactants are [C:1]1([Mg]Br)[CH:6]=[CH:5][CH:4]=[CH:3][CH:2]=1.[CH:9](=[O:13])/[CH:10]=[CH:11]/[CH3:12].[Cl-].[NH4+]. The catalyst is O1CCCC1.CCOCC. The product is [C:1]1([CH:9]([OH:13])[CH:10]=[CH:11][CH3:12])[CH:6]=[CH:5][CH:4]=[CH:3][CH:2]=1. The yield is 0.999. (2) The reactants are B(F)(F)F.CCOCC.[I:10][C:11]1[CH:16]=[CH:15][C:14]([CH2:17][C:18]([N:20]2[CH2:25][CH2:24][O:23][CH2:22][CH2:21]2)=O)=[CH:13][CH:12]=1.[BH4-].[Na+]. The catalyst is C1COCC1. The product is [I:10][C:11]1[CH:16]=[CH:15][C:14]([CH2:17][CH2:18][N:20]2[CH2:21][CH2:22][O:23][CH2:24][CH2:25]2)=[CH:13][CH:12]=1. The yield is 0.543. (3) The reactants are [C:1]([O:4][C@H:5]1[C@@H:18]([O:19][C:20](=[O:22])[CH3:21])[C@H:17]([O:23][C:24](=[O:26])[CH3:25])[C@@H:16]([CH2:27][O:28][C:29](=[O:31])[CH3:30])[O:15][C@@H:6]1[O:7][C:8]1[CH:13]=[CH:12][C:11](I)=[CH:10][CH:9]=1)(=[O:3])[CH3:2].C([O-])([O-])=O.[Cs+].[Cs+].CC(C1C=C(C(C)C)C(C2C=CC=CC=2P(C2CCCCC2)C2CCCCC2)=C(C(C)C)C=1)C.[NH:72]1[C:80]2[C:75](=[CH:76][CH:77]=[CH:78][CH:79]=2)[CH2:74][CH2:73]1. The catalyst is C1(C)C=CC=CC=1.C1C=CC(/C=C/C(/C=C/C2C=CC=CC=2)=O)=CC=1.C1C=CC(/C=C/C(/C=C/C2C=CC=CC=2)=O)=CC=1.C1C=CC(/C=C/C(/C=C/C2C=CC=CC=2)=O)=CC=1.[Pd].[Pd]. The product is [C:1]([O:4][C@H:5]1[C@@H:18]([O:19][C:20](=[O:22])[CH3:21])[C@H:17]([O:23][C:24](=[O:26])[CH3:25])[C@@H:16]([CH2:27][O:28][C:29](=[O:31])[CH3:30])[O:15][C@@H:6]1[O:7][C:8]1[CH:13]=[CH:12][C:11]([N:72]2[C:80]3[C:75](=[CH:76][CH:77]=[CH:78][CH:79]=3)[CH2:74][CH2:73]2)=[CH:10][CH:9]=1)(=[O:3])[CH3:2]. The yield is 0.470. (4) The reactants are [CH3:1][O:2][C:3](=[O:14])[CH2:4][C:5]1[CH:10]=[CH:9][C:8]([NH:11][CH:12]=O)=[CH:7][CH:6]=1.CSC.B.CO. The catalyst is C1COCC1. The product is [CH3:1][O:2][C:3](=[O:14])[CH2:4][C:5]1[CH:10]=[CH:9][C:8]([NH:11][CH3:12])=[CH:7][CH:6]=1. The yield is 0.730. (5) The reactants are C(=O)([O-])[O-].[K+].[K+].[NH2:7][CH2:8][CH:9]([C:25]1[CH:30]=[CH:29][CH:28]=[CH:27][CH:26]=1)[CH2:10][C:11]([NH:13][C:14]1[CH:24]=[CH:23][C:17]([C:18]([O:20][CH2:21][CH3:22])=[O:19])=[CH:16][CH:15]=1)=[O:12].[S:31](Cl)([C:34]1[CH:40]=[CH:39][C:37]([CH3:38])=[CH:36][CH:35]=1)(=[O:33])=[O:32]. The catalyst is O1CCOCC1.O. The product is [CH3:38][C:37]1[CH:39]=[CH:40][C:34]([S:31]([NH:7][CH2:8][CH:9]([C:25]2[CH:26]=[CH:27][CH:28]=[CH:29][CH:30]=2)[CH2:10][C:11]([NH:13][C:14]2[CH:24]=[CH:23][C:17]([C:18]([O:20][CH2:21][CH3:22])=[O:19])=[CH:16][CH:15]=2)=[O:12])(=[O:33])=[O:32])=[CH:35][CH:36]=1. The yield is 0.650. (6) The reactants are [ClH:1].C(OC(=O)[N:8]([CH2:26][CH2:27][O:28][C:29]1[CH:34]=[CH:33][CH:32]=[CH:31][C:30]=1[CH2:35][C:36]1[CH:41]=[CH:40][CH:39]=[CH:38][CH:37]=1)[CH2:9][CH2:10][N:11]([S:13]([C:16]1[C:17]2[CH:18]=[CH:19][N:20]=[CH:21][C:22]=2[CH:23]=[CH:24][CH:25]=1)(=[O:15])=[O:14])[CH3:12])(C)(C)C. The yield is 0.850. The product is [ClH:1].[ClH:1].[CH2:35]([C:30]1[CH:31]=[CH:32][CH:33]=[CH:34][C:29]=1[O:28][CH2:27][CH2:26][NH:8][CH2:9][CH2:10][N:11]([CH3:12])[S:13]([C:16]1[C:17]2[CH:18]=[CH:19][N:20]=[CH:21][C:22]=2[CH:23]=[CH:24][CH:25]=1)(=[O:15])=[O:14])[C:36]1[CH:41]=[CH:40][CH:39]=[CH:38][CH:37]=1. The catalyst is C(Cl)Cl. (7) The yield is 0.140. The product is [Cl:1][C:2]1[CH:3]=[CH:4][C:5]([O:23][CH3:24])=[C:6]([CH:22]=1)[C:7]([NH:9][CH2:10][CH2:11][CH:12]1[CH2:17][CH2:16][N:15]([S:18]([NH:21][C:31]([NH:30][CH2:27][CH2:28][CH3:29])=[O:36])(=[O:20])=[O:19])[CH2:14][CH2:13]1)=[O:8]. The reactants are [Cl:1][C:2]1[CH:3]=[CH:4][C:5]([O:23][CH3:24])=[C:6]([CH:22]=1)[C:7]([NH:9][CH2:10][CH2:11][CH:12]1[CH2:17][CH2:16][N:15]([S:18]([NH2:21])(=[O:20])=[O:19])[CH2:14][CH2:13]1)=[O:8].[OH-].[Na+].[CH2:27]([NH:30][C:31](=[O:36])C(Cl)(Cl)Cl)[CH2:28][CH3:29]. The catalyst is CN1CCCC1=O.